From a dataset of CYP1A2 inhibition data for predicting drug metabolism from PubChem BioAssay. Regression/Classification. Given a drug SMILES string, predict its absorption, distribution, metabolism, or excretion properties. Task type varies by dataset: regression for continuous measurements (e.g., permeability, clearance, half-life) or binary classification for categorical outcomes (e.g., BBB penetration, CYP inhibition). Dataset: cyp1a2_veith. (1) The compound is CON/C=C(\C=Nc1ccccc1)c1ncc(C(F)(F)F)cc1Cl. The result is 1 (inhibitor). (2) The compound is NP(N)(=O)NC(=O)c1ccc(F)cc1. The result is 0 (non-inhibitor). (3) The molecule is c1cncc(CNc2cc(-c3ccoc3)ncn2)c1. The result is 1 (inhibitor). (4) The compound is CCCCCOC(=O)CSc1nnc(-c2ccccc2)c(=O)[nH]1. The result is 1 (inhibitor). (5) The molecule is COc1ccc(C(=O)N2CCC3(CCN(C(=O)Nc4cccc(F)c4)CC3)CC2)cc1. The result is 0 (non-inhibitor). (6) The drug is COc1ccc(CNC(=O)C(c2ccc(C)cc2)N(Cc2cccs2)C(=O)c2ccc3c(c2)OCCO3)cc1. The result is 0 (non-inhibitor). (7) The molecule is Cc1ccc(OC(=O)c2cccc(C(=O)Oc3ccc(C)cc3)n2)cc1. The result is 0 (non-inhibitor). (8) The drug is Cc1ccc(S(=O)(=O)CCc2nnc(N)s2)cc1. The result is 0 (non-inhibitor). (9) The compound is CC(=O)NN1C(=O)/C(=C\c2ccc(C)cc2)SC1=S. The result is 1 (inhibitor). (10) The molecule is CSc1cc2c(cc1C(F)(F)F)N(C(=O)Nc1cccnc1)CC2. The result is 1 (inhibitor).